Dataset: Experimental lipophilicity measurements (octanol/water distribution) for 4,200 compounds from AstraZeneca. Task: Regression/Classification. Given a drug SMILES string, predict its absorption, distribution, metabolism, or excretion properties. Task type varies by dataset: regression for continuous measurements (e.g., permeability, clearance, half-life) or binary classification for categorical outcomes (e.g., BBB penetration, CYP inhibition). For this dataset (lipophilicity_astrazeneca), we predict Y. The molecule is CC[C@H](NC(=O)c1c([S+](C)[O-])c(-c2ccc(F)cc2)nc2ccccc12)c1ccccc1. The Y is 3.72 logD.